Predict the reactants needed to synthesize the given product. From a dataset of Full USPTO retrosynthesis dataset with 1.9M reactions from patents (1976-2016). (1) Given the product [CH3:10][O:9][C:6]1[CH:7]=[CH:8][C:3]2[NH:2][C:19](=[O:20])[CH2:18][O:11][C:4]=2[CH:5]=1, predict the reactants needed to synthesize it. The reactants are: Cl.[NH2:2][C:3]1[CH:8]=[CH:7][C:6]([O:9][CH3:10])=[CH:5][C:4]=1[OH:11].C(=O)(O)[O-].[Na+].Br[CH2:18][C:19](Br)=[O:20].FC(F)(F)C(O)=O.C(=O)([O-])[O-].[K+].[K+]. (2) Given the product [CH:12]([NH:1][C:2]1[CH:3]=[CH:4][C:5]([C:6]([O:8][CH3:9])=[O:7])=[CH:10][CH:11]=1)=[O:13], predict the reactants needed to synthesize it. The reactants are: [NH2:1][C:2]1[CH:11]=[CH:10][C:5]([C:6]([O:8][CH3:9])=[O:7])=[CH:4][CH:3]=1.[CH:12](O)=[O:13].C([O-])=O.[Na+]. (3) Given the product [Si:22]([O:21][C@H:18]1[CH2:19][CH2:20][C@@:15]([C@H:14]2[CH2:13][CH2:12][C@@:11]3([CH3:39])[C@@H:7]([CH2:8][CH2:9][C:10]3=[O:40])[C@@H:6]2[CH2:5][OH:4])([CH3:38])[C@@H:16]([CH2:29][O:30][Si:31]([C:34]([CH3:37])([CH3:36])[CH3:35])([CH3:32])[CH3:33])[CH2:17]1)([C:25]([CH3:28])([CH3:27])[CH3:26])([CH3:24])[CH3:23], predict the reactants needed to synthesize it. The reactants are: C([O:4][CH2:5][C@@H:6]1[C@@H:14]([C@@:15]2([CH3:38])[CH2:20][CH2:19][C@H:18]([O:21][Si:22]([C:25]([CH3:28])([CH3:27])[CH3:26])([CH3:24])[CH3:23])[CH2:17][C@@H:16]2[CH2:29][O:30][Si:31]([C:34]([CH3:37])([CH3:36])[CH3:35])([CH3:33])[CH3:32])[CH2:13][CH2:12][C@@:11]2([CH3:39])[C@H:7]1[CH2:8][CH2:9][C:10]2=[O:40])(=O)C.C(=O)([O-])[O-].[K+].[K+].